This data is from Forward reaction prediction with 1.9M reactions from USPTO patents (1976-2016). The task is: Predict the product of the given reaction. Given the reactants [OH-].[Na+].C[O:4][C:5](=[O:43])[CH:6]([O:14][C:15]1[CH:24]=[CH:23][C:22]2[C:17](=[CH:18][CH:19]=[C:20]([CH2:25][NH:26][C:27]([C:29]3[C:33]4[CH:34]=[CH:35][CH:36]=[CH:37][C:32]=4[O:31][C:30]=3[CH2:38][CH2:39][CH2:40][CH3:41])=[O:28])[CH:21]=2)[C:16]=1[Br:42])[CH2:7][C:8]1[CH:13]=[CH:12][CH:11]=[CH:10][CH:9]=1.O.Cl, predict the reaction product. The product is: [Br:42][C:16]1[C:17]2[C:22](=[CH:21][C:20]([CH2:25][NH:26][C:27]([C:29]3[C:33]4[CH:34]=[CH:35][CH:36]=[CH:37][C:32]=4[O:31][C:30]=3[CH2:38][CH2:39][CH2:40][CH3:41])=[O:28])=[CH:19][CH:18]=2)[CH:23]=[CH:24][C:15]=1[O:14][CH:6]([CH2:7][C:8]1[CH:9]=[CH:10][CH:11]=[CH:12][CH:13]=1)[C:5]([OH:43])=[O:4].